Task: Binary Classification. Given a miRNA mature sequence and a target amino acid sequence, predict their likelihood of interaction.. Dataset: Experimentally validated miRNA-target interactions with 360,000+ pairs, plus equal number of negative samples (1) The miRNA is hsa-miR-216a-3p with sequence UCACAGUGGUCUCUGGGAUUAU. The protein sequence of the target gene is MAENKGGGEAESGGGGSGSAPVTAGAAGPTAQEAEPPLAAVLVEEEEEEGGRAGAEGGAAGPDDGGVAAASSSSAPAASVPAASVGSAVPGGAASTPAPAAAPAPAPAPAPAPAPAPAPAPAPGSSSGPPLGPPASLLDTCAVCQQSLQSRREAEPKLLPCLHSFCLRCLPEPERQLSVPIPGGSNGDVQQVGVIRCPVCRQECRQIDLVDNYFVKDTSEAPSSSDEKSEQVCTSCEDNASAVGFCVECGEWLCKTCIEAHQRVKFTKDHLIRKKEDVSESVGTSGQRPVFCPVHKQEQL.... Result: 0 (no interaction). (2) The miRNA is hsa-miR-6776-3p with sequence CAACCACCACUGUCUCUCCCCAG. The protein sequence of the target gene is MLGGSAGRLKMSSSGTLSNYYVDSLIGHEGDEVFAARFGPPGPGAQGRPAGVADGPAATAAEFASCSFAPRSAVFSASWSAVPSQPPAAAAMSGLYHPYVPPPPLAASASEPGRYVRSWMEPLPGFPGGAGGGGGGGGGGPGRGPSPGPSGPANGRHYGIKPETRAAPAPATAASTTSSSSTSLSSSSKRTECSVARESQGSSGPEFSCNSFLQEKAAAATGGTGPGAGIGAATGTGGSSEPSACSDHPIPGCSLKEEEKQHSQPQQQQLDPNNPAANWIHARSTRKKRCPYTKYQTLEL.... Result: 1 (interaction). (3) The miRNA is hsa-miR-6499-3p with sequence AGCAGUGUUUGUUUUGCCCACA. The protein sequence of the target gene is MSYGSITFGDVAIDFSHQEWEYLSLVQKTLYQEVMMENYDNLVSLAGHSVSKPDLITLLEQGKEPWMIVREETRGECTDLDSRCEIISDGKMQLYRKHSCVTLHQRIHNGQKPYECKQCQKSFSHLTELMVHQTIHTSEEPDQCEKFRKAFSHLTDLRKHQKINAREKPYECEECGKVFSYPANLAQHGKVHVEKPYECKECGEAFRTSRQLTVHHRFHYGEKPYECKECGKAFSVYGRLSRHQSIHTGEKPFECNKCGKSFRLKAGLKVHQSIHTGEKPHECKECGKAFRQFSHLVGHK.... Result: 1 (interaction). (4) The miRNA is hsa-miR-520d-3p with sequence AAAGUGCUUCUCUUUGGUGGGU. The protein sequence of the target gene is MCDQTFLVNVFGSCDKCFKQRALRPVFKKSQQLSYCSTCAEIMATEGLHENETLASLKSEAESLKGKLEEERAKLHDVELHQVAERVEALGQFVMKTRRTLKGHGNKVLCMDWCKDKRRIVSSSQDGKVIVWDSFTTNKEHAVTMPCTWVMACAYAPSGCAIACGGLDNKCSVYPLTFDKNENMAAKKKSVAMHTNYLSACSFTNSDMQILTASGDGTCALWDVESGQLLQSFHGHGADVLCLDLAPSETGNTFVSGGCDKKAMVWDMRSGQCVQAFETHESDINSVRYYPSGDAFASGS.... Result: 1 (interaction). (5) The miRNA is hsa-miR-3689b-3p with sequence CUGGGAGGUGUGAUAUUGUGGU. The protein sequence of the target gene is MMQGEAHPSASLIDRTIKMRKETEARKVVLAWGLLNVSMAGMIYTEMTGKLISSYYNVTYWPLWYIELALASLFSLNALFDFWRYFKYTVAPTSLVVSPGQQTLLGLKTAVVQTTPPHDLAATQIPPAPPSPSIQGQSVLSYSPSRSPSTSPKFTTSCMTGYSPQLQGLSSGGSGSYSPGVTYSPVSGYNKLASFSPSPPSPYPTTVGPVESSGLRSRYRSSPTVYNSPTDKEDYMTDLRTLDTFLRSEEEKQHRVKLGSPDSTSPSSSPTFWNYSRSMGDYAQTLKKFQYQLACRSQAP.... Result: 1 (interaction). (6) The miRNA is hsa-miR-6840-3p with sequence GCCCAGGACUUUGUGCGGGGUG. The protein sequence of the target gene is MMDSEAHEKRPPILTSSKQDISPHITNVGEMKHYLCGCCAAFNNVAITFPIQKVLFRQQLYGIKTRDAILQLRRDGFRNLYRGILPPLMQKTTTLALMFGLYEDLSCLLHKHVSAPEFATSGVAAVLAGTTEAIFTPLERVQTLLQDHKHHDKFTNTYQAFKALKCHGIGEYYRGLVPILFRNGLSNVLFFGLRGPIKEHLPTATTHSAHLVNDFICGGLLGAMLGFLFFPINVVKTRIQSQIGGEFQSFPKVFQKIWLERDRKLINLFRGAHLNYHRSLISWGIINATYEFLLKVI. Result: 1 (interaction). (7) The miRNA is hsa-miR-4487 with sequence AGAGCUGGCUGAAGGGCAG. The protein sequence of the target gene is MSGPTDETAGDLPVKDTGLNLFGMGGLQETSTTRTMKSRQAVSRVSREELEDRFLRLHDENILLKQHARKQEDKIKRMATKLIRLVNDKKRYERVGGGPKRLGRDVEMEEMIEQLQEKVHELEKQNETLKNRLISAKQQLQTQGYRQTPYNNVQSRINTGRRKANENAGLQECPRKGIKFQDADVAETPHPMFTKYGNSLLEEARGEIRNLENVIQSQRGQIEELEHLAEILKTQLRRKENEIELSLLQLREQQATDQRSNIRDNVEMIKLHKQLVEKSNALSAMEGKFIQLQEKQRTLR.... Result: 0 (no interaction). (8) The miRNA is hsa-miR-3936 with sequence UAAGGGGUGUAUGGCAGAUGCA. The protein sequence of the target gene is MLHLKVQFLDDSQKIFVVDQKSSGKALFNLSCSHLNLAEKEYFGLEFCSHSGNNVWLELLKPITKQVKNPKEIVFKFMVKFFPVDPGHLREELTRYLFTLQIKKDLALGRLPCSDNCTALMVSHILQSELGDFHEETDRKHLAQTRYLPNQDCLEGKIMHFHQKHIGRSPAESDILLLDIARKLDMYGIRPHPASDGEGMQIHLAVAHMGVLVLRGNTKINTFNWAKIRKLSFKRKHFLIKLHANILVLCKDTLEFTMASRDACKAFWKTCVEYHAFFRLSEEPKSKPKTLLCSKGSSFR.... Result: 0 (no interaction).